Dataset: Reaction yield outcomes from USPTO patents with 853,638 reactions. Task: Predict the reaction yield, written as a fraction of the theoretical maximum amount of product (1.0 means a 100% yield; for example, 0.34 means a 34% yield). The reactants are [N+](C1C=CC(C([O:10][CH:11]2[CH2:16][CH2:15][C:14]([C:18]([O:20][CH3:21])=[O:19])([CH3:17])[CH2:13][CH2:12]2)=O)=CC=1)([O-])=O.C(=O)([O-])[O-].[K+].[K+]. The catalyst is CO.O. The product is [OH:10][CH:11]1[CH2:12][CH2:13][C:14]([CH3:17])([C:18]([O:20][CH3:21])=[O:19])[CH2:15][CH2:16]1. The yield is 0.910.